From a dataset of Peptide-MHC class II binding affinity with 134,281 pairs from IEDB. Regression. Given a peptide amino acid sequence and an MHC pseudo amino acid sequence, predict their binding affinity value. This is MHC class II binding data. (1) The peptide sequence is RPMFLYVRTNGTSKI. The MHC is DRB1_1501 with pseudo-sequence DRB1_1501. The binding affinity (normalized) is 0.592. (2) The peptide sequence is RGVLLLSTRDLA. The MHC is DRB1_0101 with pseudo-sequence DRB1_0101. The binding affinity (normalized) is 0.659. (3) The peptide sequence is ERIFKRFDTNGDGKI. The MHC is DRB3_0101 with pseudo-sequence DRB3_0101. The binding affinity (normalized) is 0.556. (4) The peptide sequence is ESWIVDRQWAQDLTL. The MHC is H-2-IAb with pseudo-sequence H-2-IAb. The binding affinity (normalized) is 0.191. (5) The peptide sequence is RFHYDRNNIAV. The MHC is DRB1_0401 with pseudo-sequence DRB1_0401. The binding affinity (normalized) is 0.387. (6) The peptide sequence is YKDVDKPPFSGMTGC. The MHC is DRB1_0701 with pseudo-sequence DRB1_0701. The binding affinity (normalized) is 0.